Dataset: Reaction yield outcomes from USPTO patents with 853,638 reactions. Task: Predict the reaction yield, written as a fraction of the theoretical maximum amount of product (1.0 means a 100% yield; for example, 0.34 means a 34% yield). (1) The reactants are Br[C:2]1[C:11]([O:12][CH3:13])=[C:10]2[C:5]([CH:6]=[N:7][C:8]([NH:14][CH3:15])=[N:9]2)=[C:4]([C:16]2[CH:21]=[CH:20][CH:19]=[C:18]([Cl:22])[CH:17]=2)[CH:3]=1.[CH2:23](C([Sn])=C(CCCC)CCCC)[CH2:24]CC.[F-].[NH4+]. The catalyst is C1COCC1.C1C=CC([P]([Pd]([P](C2C=CC=CC=2)(C2C=CC=CC=2)C2C=CC=CC=2)([P](C2C=CC=CC=2)(C2C=CC=CC=2)C2C=CC=CC=2)[P](C2C=CC=CC=2)(C2C=CC=CC=2)C2C=CC=CC=2)(C2C=CC=CC=2)C2C=CC=CC=2)=CC=1. The product is [Cl:22][C:18]1[CH:17]=[C:16]([C:4]2[CH:3]=[C:2]([CH:23]=[CH2:24])[C:11]([O:12][CH3:13])=[C:10]3[C:5]=2[CH:6]=[N:7][C:8]([NH:14][CH3:15])=[N:9]3)[CH:21]=[CH:20][CH:19]=1. The yield is 0.700. (2) The reactants are Br[C:2]1[CH:26]=[CH:25][C:5]([O:6][CH2:7][C:8]2[N:19]=[C:18]3[N:10]([C:11](=[O:24])[N:12]([CH2:20][CH2:21][CH2:22][CH3:23])[C:13]4[N:14]=[CH:15][NH:16][C:17]=43)[N:9]=2)=[CH:4][CH:3]=1.[N:27]1[CH:32]=[CH:31][C:30](B(O)O)=[CH:29][CH:28]=1.C(=O)([O-])[O-].[Na+].[Na+]. The catalyst is CN(C)C=O.O.CCOC(C)=O.Br[Pd](Br)(P(C1C=CC=CC=1)(C1C=CC=CC=1)C1C=CC=CC=1)P(C1C=CC=CC=1)(C1C=CC=CC=1)C1C=CC=CC=1. The product is [CH2:20]([N:12]1[C:13]2[N:14]=[CH:15][NH:16][C:17]=2[C:18]2=[N:19][C:8]([CH2:7][O:6][C:5]3[CH:25]=[CH:26][C:2]([C:30]4[CH:31]=[CH:32][N:27]=[CH:28][CH:29]=4)=[CH:3][CH:4]=3)=[N:9][N:10]2[C:11]1=[O:24])[CH2:21][CH2:22][CH3:23]. The yield is 0.240. (3) The reactants are [CH2:1]([N:3]1[CH:7]=[C:6]([C:8]2[CH:13]=[CH:12][N:11]=[C:10]3[NH:14][C:15]([C:17]4[CH:22]=[CH:21][C:20]([CH2:23][N:24]5[CH2:28][CH2:27][CH2:26][CH2:25]5)=[CH:19][CH:18]=4)=[CH:16][C:9]=23)[C:5]([C:29]2[CH:35]=[CH:34][C:32]([NH2:33])=[CH:31][CH:30]=2)=[N:4]1)[CH3:2].Cl[C:37](OC1C=CC([N+]([O-])=O)=CC=1)=[O:38].[CH2:49]([NH:51][CH2:52][CH3:53])[CH3:50]. The catalyst is C1COCC1. The product is [CH2:49]([N:51]([CH2:52][CH3:53])[C:37]([NH:33][C:32]1[CH:31]=[CH:30][C:29]([C:5]2[C:6]([C:8]3[CH:13]=[CH:12][N:11]=[C:10]4[NH:14][C:15]([C:17]5[CH:18]=[CH:19][C:20]([CH2:23][N:24]6[CH2:28][CH2:27][CH2:26][CH2:25]6)=[CH:21][CH:22]=5)=[CH:16][C:9]=34)=[CH:7][N:3]([CH2:1][CH3:2])[N:4]=2)=[CH:35][CH:34]=1)=[O:38])[CH3:50]. The yield is 0.320. (4) The reactants are [Br:1][C:2]1[CH:3]=[CH:4][C:5]([NH:8][C:9]([C:11]2[CH:16]=[C:15]([O:17][CH3:18])[C:14]([O:19][CH3:20])=[C:13]([O:21][CH3:22])[C:12]=2[N+:23]([O-])=O)=[O:10])=[N:6][CH:7]=1. The catalyst is C(OCC)(=O)C.Cl[Pd](Cl)([P](C1C=CC=CC=1)(C1C=CC=CC=1)C1C=CC=CC=1)[P](C1C=CC=CC=1)(C1C=CC=CC=1)C1C=CC=CC=1. The product is [NH2:23][C:12]1[C:13]([O:21][CH3:22])=[C:14]([O:19][CH3:20])[C:15]([O:17][CH3:18])=[CH:16][C:11]=1[C:9]([NH:8][C:5]1[CH:4]=[CH:3][C:2]([Br:1])=[CH:7][N:6]=1)=[O:10]. The yield is 0.770. (5) The reactants are [CH2:1]([C:3]1[C:8](=[O:9])[NH:7][C:6]([CH3:10])=[C:5]([C:11]2[S:15][C:14]([S:16](Cl)(=[O:18])=[O:17])=[CH:13][CH:12]=2)[CH:4]=1)[CH3:2].[OH:20][CH2:21][CH:22]1[CH2:27][CH2:26][CH2:25][NH:24][CH2:23]1. No catalyst specified. The product is [CH2:1]([C:3]1[C:8](=[O:9])[NH:7][C:6]([CH3:10])=[C:5]([C:11]2[S:15][C:14]([S:16]([N:24]3[CH2:25][CH2:26][CH2:27][CH:22]([CH2:21][OH:20])[CH2:23]3)(=[O:18])=[O:17])=[CH:13][CH:12]=2)[CH:4]=1)[CH3:2]. The yield is 0.547. (6) The reactants are [NH2:1][C:2]1[CH:7]=[CH:6][N:5]=[C:4]([C:8]2[CH:9]=[C:10]([CH2:15][NH:16][S:17]([CH3:20])(=[O:19])=[O:18])[CH:11]=[C:12]([F:14])[CH:13]=2)[C:3]=1[N+:21]([O-])=O.[NH4+].[Cl-]. The catalyst is CO.[Fe]. The product is [NH2:21][C:3]1[C:4]([C:8]2[CH:9]=[C:10]([CH:11]=[C:12]([F:14])[CH:13]=2)[CH2:15][NH:16][S:17]([CH3:20])(=[O:18])=[O:19])=[N:5][CH:6]=[CH:7][C:2]=1[NH2:1]. The yield is 0.798. (7) The reactants are [OH-].[NH4+:2].[C:3]([C:5]1[N:10]=[CH:9][C:8]([S:11](Cl)(=[O:13])=[O:12])=[CH:7][CH:6]=1)#[N:4]. No catalyst specified. The product is [C:3]([C:5]1[N:10]=[CH:9][C:8]([S:11]([NH2:2])(=[O:13])=[O:12])=[CH:7][CH:6]=1)#[N:4]. The yield is 0.800. (8) The reactants are CO[C:3]1[C:8]([C:9]([F:12])([F:11])[F:10])=[CH:7][CH:6]=[CH:5][C:4]=1[N+:13]([O-:15])=[O:14].C(O)(=[O:18])C. The catalyst is Br. The product is [N+:13]([C:4]1[CH:5]=[CH:6][C:7]([OH:18])=[C:8]([C:9]([F:12])([F:11])[F:10])[CH:3]=1)([O-:15])=[O:14]. The yield is 0.830.